Dataset: Full USPTO retrosynthesis dataset with 1.9M reactions from patents (1976-2016). Task: Predict the reactants needed to synthesize the given product. (1) Given the product [CH3:30][C:29]12[O:32][CH:33]1[CH2:34][CH:3]([C:2]1([CH3:1])[O:12][CH2:7]1)[CH2:4][CH2:5]2, predict the reactants needed to synthesize it. The reactants are: [CH3:1][C:2]1[CH2:7]C[C@@H:5](C(C)=C)[CH2:4][CH:3]=1.C([O-])([O-])=[O:12].C([O-])([O-])=O.OO.OO.OO.[Na+].[Na+].[Na+].[Na+].[C:29]([O:32][C:33](=O)[CH3:34])(=O)[CH3:30]. (2) Given the product [CH:8]1([CH2:11][O:12][C:13]2[CH:14]=[C:15]([C@@H:23]([O:34][C:35](=[O:52])[C:36]3[CH:41]=[CH:40][CH:39]=[C:38]([CH:42]=[O:43])[C:37]=3[OH:44])[CH2:24][C:25]3[C:30]([Cl:31])=[CH:29][N+:28]([O-:32])=[CH:27][C:26]=3[Cl:33])[CH:16]=[CH:17][C:18]=2[O:19][CH:20]([F:21])[F:22])[CH2:10][CH2:9]1, predict the reactants needed to synthesize it. The reactants are: C(O)(C(F)(F)F)=O.[CH:8]1([CH2:11][O:12][C:13]2[CH:14]=[C:15]([C@@H:23]([O:34][C:35](=[O:52])[C:36]3[CH:41]=[CH:40][CH:39]=[C:38]([CH:42]=[O:43])[C:37]=3[O:44]CC3C=CC=CC=3)[CH2:24][C:25]3[C:30]([Cl:31])=[CH:29][N+:28]([O-:32])=[CH:27][C:26]=3[Cl:33])[CH:16]=[CH:17][C:18]=2[O:19][CH:20]([F:22])[F:21])[CH2:10][CH2:9]1. (3) Given the product [F:32][C:20]1[C:21]([N:23]2[C@@H:27]([C@H:28]([OH:30])[CH3:29])[CH2:26][O:25][C:24]2=[O:31])=[N:22][C:17]([NH:16][C@H:14]([C:4]2[CH:5]=[N:6][C:7]([O:8][CH2:9][C:10]([F:12])([F:13])[F:11])=[CH:2][CH:3]=2)[CH3:15])=[N:18][CH:19]=1, predict the reactants needed to synthesize it. The reactants are: Cl[C:2]1[CH:3]=[C:4]([C@@H:14]([NH:16][C:17]2[N:22]=[C:21]([N:23]3[C@@H:27]([C@H:28]([OH:30])[CH3:29])[CH2:26][O:25][C:24]3=[O:31])[C:20]([F:32])=[CH:19][N:18]=2)[CH3:15])[CH:5]=[N:6][C:7]=1[O:8][CH2:9][C:10]([F:13])([F:12])[F:11].